This data is from Forward reaction prediction with 1.9M reactions from USPTO patents (1976-2016). The task is: Predict the product of the given reaction. (1) Given the reactants Br[C:2]1[CH:3]=[C:4]2[C:9](=[CH:10][CH:11]=1)[N:8]=[CH:7][N:6]=[C:5]2[C:12]1[CH:13]=[C:14]([C:18]([N:20]2[CH2:25][CH2:24][NH:23][C:22]([CH3:27])([CH3:26])[CH2:21]2)=[O:19])[CH:15]=[CH:16][CH:17]=1.[CH3:28][O:29][C:30]1[N:35]=[CH:34][C:33](B(O)O)=[CH:32][CH:31]=1.C(#N)C.C([O-])([O-])=O.[Na+].[Na+], predict the reaction product. The product is: [CH3:26][C:22]1([CH3:27])[NH:23][CH2:24][CH2:25][N:20]([C:18]([C:14]2[CH:15]=[CH:16][CH:17]=[C:12]([C:5]3[C:4]4[C:9](=[CH:10][CH:11]=[C:2]([C:33]5[CH:34]=[N:35][C:30]([O:29][CH3:28])=[CH:31][CH:32]=5)[CH:3]=4)[N:8]=[CH:7][N:6]=3)[CH:13]=2)=[O:19])[CH2:21]1. (2) Given the reactants C(=O)(O)[O-].[Na+].[N:6]#[C:7]Br.[Si:9]([O:16][CH2:17][CH2:18][NH:19][C:20]1[CH:25]=[CH:24][C:23]([NH:26][C:27]([C:29]2[C:34]([C:35]([NH:37][C:38]3[CH:43]=[CH:42][C:41]([C:44]#[CH:45])=[CH:40][CH:39]=3)=[O:36])=[N:33][CH:32]=[CH:31][N:30]=2)=[O:28])=[CH:22][CH:21]=1)([C:12]([CH3:15])([CH3:14])[CH3:13])([CH3:11])[CH3:10], predict the reaction product. The product is: [Si:9]([O:16][CH2:17][CH2:18][N:19]([C:7]#[N:6])[C:20]1[CH:21]=[CH:22][C:23]([NH:26][C:27]([C:29]2[C:34]([C:35]([NH:37][C:38]3[CH:39]=[CH:40][C:41]([C:44]#[CH:45])=[CH:42][CH:43]=3)=[O:36])=[N:33][CH:32]=[CH:31][N:30]=2)=[O:28])=[CH:24][CH:25]=1)([C:12]([CH3:15])([CH3:14])[CH3:13])([CH3:11])[CH3:10].